The task is: Predict the product of the given reaction.. This data is from Forward reaction prediction with 1.9M reactions from USPTO patents (1976-2016). (1) Given the reactants [Br:1][C:2]1[CH:7]=[C:6]([F:8])[CH:5]=[CH:4][C:3]=1[CH:9]1[C:14]([C:15]([O:17][CH2:18][CH3:19])=[O:16])=[C:13]([CH2:20]Br)[NH:12][C:11]([C:22]2[S:23][CH:24]=[CH:25][N:26]=2)=[N:10]1.[CH3:27][C@H:28]1[O:33][CH2:32][CH2:31][NH:30][C@@H:29]1[C:34]([OH:36])=[O:35].C(=O)([O-])[O-].[K+].[K+], predict the reaction product. The product is: [Br:1][C:2]1[CH:7]=[C:6]([F:8])[CH:5]=[CH:4][C:3]=1[CH:9]1[N:10]=[C:11]([C:22]2[S:23][CH:24]=[CH:25][N:26]=2)[NH:12][C:13]([CH2:20][N:30]2[CH2:31][CH2:32][O:33][C@H:28]([CH3:27])[C@H:29]2[C:34]([OH:36])=[O:35])=[C:14]1[C:15]([O:17][CH2:18][CH3:19])=[O:16]. (2) The product is: [Cl:14][C:15]1[CH:20]=[CH:19][C:18]([NH:21][C:22](=[O:29])[CH2:23][S:24][CH2:25][C:26]([NH:11][C:10]2[CH:12]=[C:6]([C:3]3[CH:4]=[CH:5][O:1][CH:2]=3)[CH:7]=[CH:8][C:9]=2[CH3:13])=[O:27])=[C:17]([CH:16]=1)[C:30]([OH:32])=[O:31]. Given the reactants [O:1]1[CH:5]=[CH:4][C:3]([C:6]2[CH:7]=[CH:8][C:9]([CH3:13])=[C:10]([CH:12]=2)[NH2:11])=[CH:2]1.[Cl:14][C:15]1[CH:20]=[CH:19][C:18]([NH:21][C:22](=[O:29])[CH2:23][S:24][CH2:25][C:26](O)=[O:27])=[C:17]([C:30]([O:32]C)=[O:31])[CH:16]=1, predict the reaction product. (3) The product is: [CH3:24][O:23][C:3]1[CH:4]=[C:5]2[C:10](=[CH:11][C:2]=1[O:1][CH2:38][CH:35]1[CH2:36][CH2:37][N:32]([CH3:31])[C:33](=[O:50])[CH2:34]1)[N:9]=[CH:8][N:7]=[C:6]2[O:12][C:13]1[CH:14]=[C:15]2[C:19](=[CH:20][CH:21]=1)[NH:18][C:17]([CH3:22])=[CH:16]2. Given the reactants [OH:1][C:2]1[CH:11]=[C:10]2[C:5]([C:6]([O:12][C:13]3[CH:14]=[C:15]4[C:19](=[CH:20][CH:21]=3)[NH:18][C:17]([CH3:22])=[CH:16]4)=[N:7][CH:8]=[N:9]2)=[CH:4][C:3]=1[O:23][CH3:24].C(=O)([O-])[O-].[K+].[K+].[CH3:31][N:32]1[CH2:37][CH2:36][CH:35]([CH2:38]C2(S([O-])(=O)=O)C=CC(C)=CC2)[CH2:34][C:33]1=[O:50], predict the reaction product. (4) Given the reactants [OH:1][C:2]1[CH:6]=[C:5]([C:7]([O:9][CH2:10][CH3:11])=[O:8])[N:4]([CH3:12])[N:3]=1.[CH3:13][N:14]([CH3:18])[CH2:15][CH2:16]O.C1C=CC(P(C2C=CC=CC=2)C2C=CC=CC=2)=CC=1.CC(OC(/N=N/C(OC(C)C)=O)=O)C, predict the reaction product. The product is: [CH3:13][N:14]([CH3:18])[CH2:15][CH2:16][O:1][C:2]1[CH:6]=[C:5]([C:7]([O:9][CH2:10][CH3:11])=[O:8])[N:4]([CH3:12])[N:3]=1.